From a dataset of Full USPTO retrosynthesis dataset with 1.9M reactions from patents (1976-2016). Predict the reactants needed to synthesize the given product. (1) Given the product [CH:25]1([CH2:28][O:29][C:30]2[CH:31]=[N:32][CH:33]=[CH:34][C:35]=2[C:2]2[C:3]3[O:12][C:11]([CH2:13][N:14]4[CH2:19][CH2:18][N:17]([S:20]([CH3:23])(=[O:22])=[O:21])[CH2:16][C@H:15]4[CH3:24])=[CH:10][C:4]=3[C:5](=[O:9])[N:6]([CH3:8])[CH:7]=2)[CH2:26][CH2:27]1, predict the reactants needed to synthesize it. The reactants are: Br[C:2]1[C:3]2[O:12][C:11]([CH2:13][N:14]3[CH2:19][CH2:18][N:17]([S:20]([CH3:23])(=[O:22])=[O:21])[CH2:16][C@H:15]3[CH3:24])=[CH:10][C:4]=2[C:5](=[O:9])[N:6]([CH3:8])[CH:7]=1.[CH:25]1([CH2:28][O:29][C:30]2[CH:31]=[N:32][CH:33]=[CH:34][C:35]=2B2OC(C)(C)C(C)(C)O2)[CH2:27][CH2:26]1.C(=O)([O-])[O-].[Na+].[Na+]. (2) Given the product [Cl:14][C:15]1[S:19][C:18]([C:20]2[N:8]=[C:7]([OH:11])[C:6]3[CH2:4][CH2:23][CH2:9][C:10]=3[N:22]=2)=[CH:17][CH:16]=1, predict the reactants needed to synthesize it. The reactants are: C(O[C:4]([CH:6]1[CH2:10][CH2:9][N:8]=[C:7]1[O:11]CC)=O)C.[Cl:14][C:15]1[S:19][C:18]([C:20](=[NH:22])N)=[CH:17][CH:16]=1.[C:23]1(C)C=CC=CC=1. (3) The reactants are: Cl.[S:2]1[C:6]([NH2:7])=[N:5][CH:4]=[N:3]1.[O:8]=[C:9]1[CH2:14][N:13]([C:15](=[O:20])[C:16]([F:19])([F:18])[F:17])[CH2:12][CH2:11][N:10]1[C:21]1[CH:26]=[CH:25][C:24]([S:27](Cl)(=[O:29])=[O:28])=[CH:23][CH:22]=1. Given the product [O:8]=[C:9]1[CH2:14][N:13]([C:15](=[O:20])[C:16]([F:18])([F:17])[F:19])[CH2:12][CH2:11][N:10]1[C:21]1[CH:22]=[CH:23][C:24]([S:27]([NH:7][C:6]2[S:2][N:3]=[CH:4][N:5]=2)(=[O:29])=[O:28])=[CH:25][CH:26]=1, predict the reactants needed to synthesize it.